Predict the reactants needed to synthesize the given product. From a dataset of Full USPTO retrosynthesis dataset with 1.9M reactions from patents (1976-2016). Given the product [CH2:5]([O:6][C:13]1[CH:14]=[CH:15][CH:16]=[C:11]([CH:10]=[CH2:19])[CH:12]=1)[C:4]1[CH:7]=[CH:8][CH:9]=[CH:2][CH:3]=1, predict the reactants needed to synthesize it. The reactants are: O[C:2]1[CH:3]=[C:4]([CH:7]=[CH:8][CH:9]=1)[CH:5]=[O:6].[CH2:10](Br)[C:11]1[CH:16]=[CH:15][CH:14]=[CH:13][CH:12]=1.Br[CH2:19]CCOCC1C=CC=CC=1.